This data is from Full USPTO retrosynthesis dataset with 1.9M reactions from patents (1976-2016). The task is: Predict the reactants needed to synthesize the given product. (1) Given the product [Cl:1][C:2]1[CH:7]=[CH:6][N:5]=[C:4]2[CH:8]=[C:9]([C:11]([N:19]([CH3:20])[CH3:18])=[O:13])[S:10][C:3]=12, predict the reactants needed to synthesize it. The reactants are: [Cl:1][C:2]1[CH:7]=[CH:6][N:5]=[C:4]2[CH:8]=[C:9]([C:11]([OH:13])=O)[S:10][C:3]=12.O=S(Cl)Cl.[CH3:18][NH:19][CH3:20].C1COCC1.CCN(CC)CC. (2) Given the product [Cl:1][C:2]1[CH:3]=[C:4]2[C:8](=[CH:9][CH:10]=1)[N:7]([S:11]([C:14]1[CH:19]=[CH:18][C:17]([O:20][CH3:21])=[C:16]([N:22]3[CH2:23][CH2:24][N:25]([CH3:31])[CH2:26][CH2:27]3)[CH:15]=1)(=[O:13])=[O:12])[CH:6]=[C:5]2[CH:28]([F:29])[F:30], predict the reactants needed to synthesize it. The reactants are: [Cl:1][C:2]1[CH:3]=[C:4]2[C:8](=[CH:9][CH:10]=1)[N:7]([S:11]([C:14]1[CH:19]=[CH:18][C:17]([O:20][CH3:21])=[C:16]([N:22]3[CH2:27][CH2:26][NH:25][CH2:24][CH2:23]3)[CH:15]=1)(=[O:13])=[O:12])[CH:6]=[C:5]2[CH:28]([F:30])[F:29].[C:31]([BH3-])#N.[Na+].C=O. (3) The reactants are: [CH2:1]([N:8]1[CH2:18][CH2:17][C:11]2[N:12]=[CH:13][N:14]=[C:15](Cl)[C:10]=2[CH2:9]1)[C:2]1[CH:7]=[CH:6][CH:5]=[CH:4][CH:3]=1.[F:19][C:20]([F:32])([F:31])[S:21]([C:24]1[CH:30]=[CH:29][C:27]([NH2:28])=[CH:26][CH:25]=1)(=[O:23])=[O:22]. Given the product [CH2:1]([N:8]1[CH2:18][CH2:17][C:11]2[N:12]=[CH:13][N:14]=[C:15]([NH:28][C:27]3[CH:29]=[CH:30][C:24]([S:21]([C:20]([F:32])([F:19])[F:31])(=[O:23])=[O:22])=[CH:25][CH:26]=3)[C:10]=2[CH2:9]1)[C:2]1[CH:7]=[CH:6][CH:5]=[CH:4][CH:3]=1, predict the reactants needed to synthesize it. (4) Given the product [Br:1][CH2:2][CH2:3][CH2:4][O:5][C:6]1[CH:11]=[C:10]([O:12][CH3:13])[CH:9]=[CH:8][C:7]=1[NH:14][C:22](=[O:24])[CH3:23], predict the reactants needed to synthesize it. The reactants are: [Br:1][CH2:2][CH2:3][CH2:4][O:5][C:6]1[CH:11]=[C:10]([O:12][CH3:13])[CH:9]=[CH:8][C:7]=1[NH2:14].C(N(CC)CC)C.[C:22](Cl)(=[O:24])[CH3:23]. (5) Given the product [NH:1]1[C:9]2[C:4](=[CH:5][C:6]([NH:10][C:11]3[CH:19]=[CH:18][CH:17]=[CH:16][C:12]=3[C:13]([N:23]([CH3:24])[CH3:21])=[O:15])=[CH:7][CH:8]=2)[CH:3]=[N:2]1, predict the reactants needed to synthesize it. The reactants are: [NH:1]1[C:9]2[C:4](=[CH:5][C:6]([NH:10][C:11]3[CH:19]=[CH:18][CH:17]=[CH:16][C:12]=3[C:13]([OH:15])=O)=[CH:7][CH:8]=2)[CH:3]=[N:2]1.Cl.[CH2:21]([N:23]=[C:24]=NCCCN(C)C)C.OC1C2N=NNC=2C=CC=1.CNC.C(=O)([O-])O.[Na+]. (6) Given the product [BrH:13].[CH3:1][O:2][C:3]1[S:7][C:6](=[NH:8])[N:5]([CH2:12][CH2:11][O:10][CH3:9])[CH:4]=1, predict the reactants needed to synthesize it. The reactants are: [CH3:1][O:2][C:3]1[S:7][C:6]([NH2:8])=[N:5][CH:4]=1.[CH3:9][O:10][CH2:11][CH2:12][Br:13]. (7) Given the product [I:18][C:17]1[C:16](=[O:19])[N:15]2[CH:20]=[CH:21][S:22][C:14]2=[N:13][C:12]=1[CH3:11], predict the reactants needed to synthesize it. The reactants are: II.ClC1C=CC(/C=[CH:11]/[C:12]2[N:13]=[C:14]3[S:22][CH:21]=[CH:20][N:15]3[C:16](=[O:19])[C:17]=2[I:18])=CC=1.